This data is from HIV replication inhibition screening data with 41,000+ compounds from the AIDS Antiviral Screen. The task is: Binary Classification. Given a drug SMILES string, predict its activity (active/inactive) in a high-throughput screening assay against a specified biological target. The compound is Cn1cc[n+]([Pt-2]2([n+]3ccn(C)c3)[n+]3ccccc3-c3cccc[n+]32)c1.[O-][Cl+3]([O-])([O-])[O-]. The result is 0 (inactive).